This data is from Catalyst prediction with 721,799 reactions and 888 catalyst types from USPTO. The task is: Predict which catalyst facilitates the given reaction. (1) Reactant: [Cl:1][C:2]1[CH:7]=[CH:6][C:5]([C:8]2[CH:13]=[CH:12][C:11]([CH:14]=[C:15]([N+:17]([O-:19])=[O:18])[CH3:16])=[CH:10][CH:9]=2)=[CH:4][CH:3]=1.C[O-].[Na+].[Na].[CH3:24][O:25]CCOC. Product: [Cl:1][C:2]1[CH:3]=[CH:4][C:5]([C:8]2[CH:13]=[CH:12][C:11]([CH:14]([O:25][CH3:24])[CH:15]([N+:17]([O-:19])=[O:18])[CH3:16])=[CH:10][CH:9]=2)=[CH:6][CH:7]=1. The catalyst class is: 130. (2) Reactant: [OH:1][C@H:2]1[CH2:19][C@:5]2([C:20]3[CH:21]=[C:22]([C:26]4[CH:31]=[CH:30][CH:29]=[C:28]([O:32][CH3:33])[CH:27]=4)[CH:23]=[CH:24][CH:25]=3)[N:6]=[C:7]([NH:10][C:11](=[O:18])[C:12]3[CH:17]=[CH:16][CH:15]=[CH:14][CH:13]=3)[S:8][CH2:9][C@@H:4]2[CH2:3]1.F[B-](F)(F)F.[H+].[CH3:40][Si](C=[N+]=[N-])(C)C.CCCCCC.C(=O)(O)[O-].[Na+]. Product: [CH3:40][O:1][C@H:2]1[CH2:19][C@:5]2([C:20]3[CH:21]=[C:22]([C:26]4[CH:31]=[CH:30][CH:29]=[C:28]([O:32][CH3:33])[CH:27]=4)[CH:23]=[CH:24][CH:25]=3)[N:6]=[C:7]([NH:10][C:11](=[O:18])[C:12]3[CH:13]=[CH:14][CH:15]=[CH:16][CH:17]=3)[S:8][CH2:9][C@@H:4]2[CH2:3]1. The catalyst class is: 46.